This data is from Reaction yield outcomes from USPTO patents with 853,638 reactions. The task is: Predict the reaction yield, written as a fraction of the theoretical maximum amount of product (1.0 means a 100% yield; for example, 0.34 means a 34% yield). (1) The product is [Br:20][C:16]1[CH:17]=[CH:18][C:19]2[N:7]([C:1]3[CH:2]=[CH:3][CH:4]=[CH:5][CH:6]=3)[C:8]3[C:13]([C:14]=2[CH:15]=1)=[CH:12][CH:11]=[CH:10][CH:9]=3. The catalyst is C(O)(=O)C. The yield is 0.880. The reactants are [C:1]1([N:7]2[C:19]3[CH:18]=[CH:17][CH:16]=[CH:15][C:14]=3[C:13]3[C:8]2=[CH:9][CH:10]=[CH:11][CH:12]=3)[CH:6]=[CH:5][CH:4]=[CH:3][CH:2]=1.[Br:20]N1C(=O)CCC1=O. (2) The reactants are [CH3:1][O:2][C:3](=[O:16])[C:4]1[CH:9]=[C:8](I)[C:7]([C:11]([F:14])([F:13])[CH3:12])=[CH:6][C:5]=1[NH2:15].[CH3:17][N:18]1[C:22]([Sn](CCCC)(CCCC)CCCC)=[CH:21][CH:20]=[N:19]1. The catalyst is O1CCOCC1.Cl[Pd](Cl)([P](C1C=CC=CC=1)(C1C=CC=CC=1)C1C=CC=CC=1)[P](C1C=CC=CC=1)(C1C=CC=CC=1)C1C=CC=CC=1. The product is [CH3:1][O:2][C:3](=[O:16])[C:4]1[CH:9]=[C:8]([C:22]2[N:18]([CH3:17])[N:19]=[CH:20][CH:21]=2)[C:7]([C:11]([F:14])([F:13])[CH3:12])=[CH:6][C:5]=1[NH2:15]. The yield is 0.620. (3) The reactants are [Cl:1][C:2]1[C:11]([C:12]([O:14][CH3:15])=[O:13])=[C:10](Cl)[C:9]2[C:4](=[CH:5][CH:6]=[C:7]([C:17]#[N:18])[CH:8]=2)[N:3]=1.[Cl:19][C:20]1[CH:21]=[C:22]([CH:25]=[CH:26][C:27]=1[O:28][CH3:29])[CH2:23][NH2:24].Cl.CCN(C(C)C)C(C)C. The catalyst is CN1C(=O)CCC1.CCOC(C)=O. The product is [Cl:1][C:2]1[C:11]([C:12]([O:14][CH3:15])=[O:13])=[C:10]([NH:24][CH2:23][C:22]2[CH:25]=[CH:26][C:27]([O:28][CH3:29])=[C:20]([Cl:19])[CH:21]=2)[C:9]2[C:4](=[CH:5][CH:6]=[C:7]([C:17]#[N:18])[CH:8]=2)[N:3]=1. The yield is 0.800.